From a dataset of Forward reaction prediction with 1.9M reactions from USPTO patents (1976-2016). Predict the product of the given reaction. Given the reactants N(C(N1CCCCC1)=O)=NC(N1CCCCC1)=O.[OH:19][C:20]1[CH:21]=[C:22]2[C:26](=[CH:27][CH:28]=1)[NH:25][C:24]([CH2:29][CH:30]([CH2:35][CH2:36][CH3:37])[C:31]([O:33][CH3:34])=[O:32])=[CH:23]2.O[CH2:39][CH2:40][CH2:41][NH:42][C:43]1[CH:48]=[CH:47][CH:46]=[CH:45][N:44]=1.C(P(CCCC)CCCC)CCC, predict the reaction product. The product is: [N:44]1[CH:45]=[CH:46][CH:47]=[CH:48][C:43]=1[NH:42][CH2:41][CH2:40][CH2:39][O:19][C:20]1[CH:21]=[C:22]2[C:26](=[CH:27][CH:28]=1)[NH:25][C:24]([CH2:29][CH:30]([CH2:35][CH2:36][CH3:37])[C:31]([O:33][CH3:34])=[O:32])=[CH:23]2.